This data is from Full USPTO retrosynthesis dataset with 1.9M reactions from patents (1976-2016). The task is: Predict the reactants needed to synthesize the given product. (1) Given the product [CH3:3][CH:2]([CH2:4][C@H:5]([CH2:10][NH2:11])[CH2:6][C:7]([OH:9])=[O:8])[CH3:1].[C:17]([C@@H:15]([C@H:13]([C:12]([O-:21])=[O:20])[OH:14])[OH:16])([O-:19])=[O:18], predict the reactants needed to synthesize it. The reactants are: [CH3:1][CH:2]([CH2:4][C@H:5]([CH2:10][NH2:11])[CH2:6][C:7]([OH:9])=[O:8])[CH3:3].[C:12]([OH:21])(=[O:20])[C@@H:13]([C@H:15]([C:17]([OH:19])=[O:18])[OH:16])[OH:14].C(O)CCC. (2) Given the product [C:6]([C:9]1[C:17]2[C:12](=[CH:13][C:14]([P:18](=[O:19])([OH:22])[OH:25])=[CH:15][CH:16]=2)[N:11]([CH2:26][C:27]([N:29]2[CH2:33][C@H:32]([F:34])[CH2:31][C@H:30]2[C:35](=[O:46])[NH:36][CH2:37][C:38]2[CH:43]=[CH:42][CH:41]=[C:40]([Cl:44])[C:39]=2[F:45])=[O:28])[CH:10]=1)(=[O:8])[CH3:7], predict the reactants needed to synthesize it. The reactants are: Br[Si](C)(C)C.[C:6]([C:9]1[C:17]2[C:12](=[CH:13][C:14]([P:18](=[O:25])([O:22]CC)[O:19]CC)=[CH:15][CH:16]=2)[N:11]([CH2:26][C:27]([N:29]2[CH2:33][C@H:32]([F:34])[CH2:31][C@H:30]2[C:35](=[O:46])[NH:36][CH2:37][C:38]2[CH:43]=[CH:42][CH:41]=[C:40]([Cl:44])[C:39]=2[F:45])=[O:28])[CH:10]=1)(=[O:8])[CH3:7]. (3) Given the product [Cl:28][C@H:18]1[C@H:17]([CH2:29][CH2:30][CH2:31][CH2:32][CH2:33][CH2:34][C:35]([O:37][CH2:38][CH2:39][CH3:40])=[O:36])[C@@H:16](/[CH:15]=[CH:14]/[C@@H:13]([OH:41])[CH2:12][CH2:11][CH2:10][C@H:9]([OH:8])[CH3:42])[C@H:20]([O:21][CH:22]2[CH2:27][CH2:26][CH2:25][CH2:24][O:23]2)[CH2:19]1, predict the reactants needed to synthesize it. The reactants are: [Si]([O:8][C@H:9]([CH3:42])[CH2:10][CH2:11][CH2:12][C@H:13]([OH:41])/[CH:14]=[CH:15]/[C@H:16]1[C@H:20]([O:21][CH:22]2[CH2:27][CH2:26][CH2:25][CH2:24][O:23]2)[CH2:19][C@@H:18]([Cl:28])[C@@H:17]1[CH2:29][CH2:30][CH2:31][CH2:32][CH2:33][CH2:34][C:35]([O:37][CH2:38][CH2:39][CH3:40])=[O:36])(C(C)(C)C)(C)C.CCCC[N+](CCCC)(CCCC)CCCC.[F-].C1COCC1. (4) Given the product [F:40][C:21]1[CH:22]=[C:25]([C@H:26]2[CH2:27][CH2:28][CH2:29][N:47]2[C:1]([O:3][C:4]([CH3:5])([CH3:6])[CH3:7])=[O:2])[CH:18]=[CH:19][C:20]=1[C:23]([O:49][CH3:50])=[O:46], predict the reactants needed to synthesize it. The reactants are: [C:1](N1CCCC1)([O:3][C:4]([CH3:7])([CH3:6])[CH3:5])=[O:2].C1[CH2:22][C@H:21]2N(C[C@H:18]3[C@@H:25]4[CH2:26][CH2:27][CH2:28][CH2:29]N4[CH2:23][C@@H:20]2[CH2:19]3)CC1.C([Li])(CC)C.C(P)(C)(C)C.[F:40][B-](F)(F)F.[H+].[OH-:46].[NH4+:47].C[O:49][C:50](C)(C)C. (5) Given the product [OH:8][C:9]1[CH:10]=[CH:11][C:12]([C:15]2[N:23]([CH2:24][O:25][CH2:26][CH2:27][Si:28]([CH3:29])([CH3:31])[CH3:30])[C:22]3[C:21](=[O:32])[N:20]([CH2:33][CH2:34][CH3:35])[CH:19]=[N:18][C:17]=3[N:16]=2)=[CH:13][CH:14]=1, predict the reactants needed to synthesize it. The reactants are: C([O:8][C:9]1[CH:14]=[CH:13][C:12]([C:15]2[N:23]([CH2:24][O:25][CH2:26][CH2:27][Si:28]([CH3:31])([CH3:30])[CH3:29])[C:22]3[C:21](=[O:32])[N:20]([CH2:33][CH2:34][CH3:35])[C:19](Cl)=[N:18][C:17]=3[N:16]=2)=[CH:11][CH:10]=1)C1C=CC=CC=1.O.C([O-])=O.[NH4+]. (6) Given the product [CH2:8]([NH:9][C:11]1[C:20]2[C:15](=[CH:16][CH:17]=[CH:18][CH:19]=2)[N:14]=[CH:13][CH:12]=1)[CH2:7][C:4]1[CH:5]=[CH:6][CH:1]=[CH:2][CH:3]=1, predict the reactants needed to synthesize it. The reactants are: [CH:1]1[CH:6]=[CH:5][C:4]([CH2:7][CH2:8][NH2:9])=[CH:3][CH:2]=1.Cl[C:11]1[C:20]2[C:15](=[CH:16][CH:17]=[CH:18][CH:19]=2)[N:14]=[CH:13][CH:12]=1.CCN(C(C)C)C(C)C. (7) Given the product [CH3:1][N:2]1[C:6]2=[N:7][C:8]([NH:15][CH2:16][C:17]([OH:19])=[O:18])=[CH:9][C:10]([C:11]([F:13])([F:14])[F:12])=[C:5]2[C:4]([C:21]2[CH:26]=[CH:25][CH:24]=[CH:23][CH:22]=2)=[N:3]1, predict the reactants needed to synthesize it. The reactants are: [CH3:1][N:2]1[C:6]2=[N:7][C:8]([NH:15][CH2:16][C:17]([O:19]C)=[O:18])=[CH:9][C:10]([C:11]([F:14])([F:13])[F:12])=[C:5]2[C:4]([C:21]2[CH:26]=[CH:25][CH:24]=[CH:23][CH:22]=2)=[N:3]1.O. (8) Given the product [Cl:17][C:13]1[CH:12]=[C:11]([C:9]2[N:10]=[C:5]3[CH:4]=[CH:3][CH:2]=[N:7][N:6]3[C:8]=2[C:18]2[CH:23]=[CH:22][N:21]=[C:20]([NH2:24])[CH:19]=2)[CH:16]=[CH:15][CH:14]=1, predict the reactants needed to synthesize it. The reactants are: Cl[C:2]1[CH:3]=[CH:4][C:5]2[N:6]([C:8]([C:18]3[CH:23]=[CH:22][N:21]=[C:20]([NH2:24])[CH:19]=3)=[C:9]([C:11]3[CH:16]=[CH:15][CH:14]=[C:13]([Cl:17])[CH:12]=3)[N:10]=2)[N:7]=1.C(N(CC)CC)C. (9) Given the product [CH3:10][C:6]1[CH:5]=[C:4]([N+:11]([O-:13])=[O:12])[C:3]([O:2][CH3:1])=[CH:8][C:7]=1[N:30]1[CH2:29][CH2:28][N:27]([CH2:26][CH2:25][S:22]([CH3:21])(=[O:23])=[O:24])[CH2:32][CH2:31]1, predict the reactants needed to synthesize it. The reactants are: [CH3:1][O:2][C:3]1[CH:8]=[C:7](F)[C:6]([CH3:10])=[CH:5][C:4]=1[N+:11]([O-:13])=[O:12].C([O-])([O-])=O.[K+].[K+].Cl.[CH3:21][S:22]([CH2:25][CH2:26][N:27]1[CH2:32][CH2:31][NH:30][CH2:29][CH2:28]1)(=[O:24])=[O:23].O.